From a dataset of Full USPTO retrosynthesis dataset with 1.9M reactions from patents (1976-2016). Predict the reactants needed to synthesize the given product. (1) The reactants are: [Cl:1][C:2]1[CH:10]=[C:9]2[C:5]([C:6]([C:11]([N:13]3[CH2:18][CH2:17][CH:16]([C:19]4[CH:24]=[CH:23][CH:22]=[CH:21][C:20]=4[C:25]([F:28])([F:27])[F:26])[CH2:15][CH2:14]3)=[O:12])=[CH:7][NH:8]2)=[CH:4][CH:3]=1.Cl[CH2:30][C:31]([N:33]1[CH2:38][CH2:37][N:36]([CH3:39])[CH2:35][CH2:34]1)=[O:32]. Given the product [Cl:1][C:2]1[CH:10]=[C:9]2[C:5]([C:6]([C:11]([N:13]3[CH2:14][CH2:15][CH:16]([C:19]4[CH:24]=[CH:23][CH:22]=[CH:21][C:20]=4[C:25]([F:28])([F:27])[F:26])[CH2:17][CH2:18]3)=[O:12])=[CH:7][N:8]2[CH2:30][C:31]([N:33]2[CH2:38][CH2:37][N:36]([CH3:39])[CH2:35][CH2:34]2)=[O:32])=[CH:4][CH:3]=1, predict the reactants needed to synthesize it. (2) The reactants are: C([N:8]1[CH2:14][C:13]([CH2:18][C:19]2[CH:24]=[CH:23][CH:22]=[CH:21][CH:20]=2)([N+:15]([O-])=O)[CH2:12][N:11](CC2C=CC=CC=2)[CH2:10][CH2:9]1)C1C=CC=CC=1.C([O-])=O.[NH4+]. Given the product [CH2:18]([C:13]1([NH2:15])[CH2:14][NH:8][CH2:9][CH2:10][NH:11][CH2:12]1)[C:19]1[CH:20]=[CH:21][CH:22]=[CH:23][CH:24]=1, predict the reactants needed to synthesize it. (3) Given the product [C:16]([O:5][CH:3]([C:2]([CH3:9])([CH3:1])[CH:6]([O:8][C:29](=[O:25])[C:28]1[CH:13]=[CH:12][CH:11]=[CH:26][CH:27]=1)[CH3:7])[CH3:4])(=[O:23])[C:17]1[CH:22]=[CH:21][CH:20]=[CH:19][CH:18]=1, predict the reactants needed to synthesize it. The reactants are: [CH3:1][C:2]([CH3:9])([CH:6]([OH:8])[CH3:7])[CH:3]([OH:5])[CH3:4].N1C=C[CH:13]=[CH:12][CH:11]=1.[C:16](Cl)(=[O:23])[C:17]1[CH:22]=[CH:21][CH:20]=[CH:19][CH:18]=1.[O:25]1[CH2:29][CH2:28][CH2:27][CH2:26]1. (4) Given the product [CH2:1]([O:3][C:4]1[CH:9]=[CH:8][C:7]([S:10]([N:32]2[CH2:33][CH2:34][N:29]([CH3:28])[CH2:30][CH2:31]2)(=[O:12])=[O:11])=[CH:6][C:5]=1[C:14]1[NH:19][C:18](=[O:20])[C:17]2=[C:21]([CH3:27])[N:22]=[C:23]([CH2:24][CH2:25][CH3:26])[N:16]2[N:15]=1)[CH3:2], predict the reactants needed to synthesize it. The reactants are: [CH2:1]([O:3][C:4]1[CH:9]=[CH:8][C:7]([S:10](Cl)(=[O:12])=[O:11])=[CH:6][C:5]=1[C:14]1[NH:19][C:18](=[O:20])[C:17]2=[C:21]([CH3:27])[N:22]=[C:23]([CH2:24][CH2:25][CH3:26])[N:16]2[N:15]=1)[CH3:2].[CH3:28][N:29]1[CH2:34][CH2:33][NH:32][CH2:31][CH2:30]1. (5) The reactants are: [CH3:1][C:2]1[C:31]([C:32]([F:35])([F:34])[F:33])=[CH:30][CH:29]=[CH:28][C:3]=1[CH2:4][N:5]1[C:10](=[O:11])[C:9]([C:12]([OH:14])=O)=[CH:8][N:7]([C:15]2[CH:20]=[CH:19][C:18]([N:21]3[CH2:25][CH2:24][NH:23][C:22]3=[O:26])=[CH:17][CH:16]=2)[C:6]1=[O:27].Cl.[CH3:37][O:38][C:39](=[O:43])[CH2:40][CH2:41][NH2:42].F[B-](F)(F)F.N1(O[C+](N(C)C)N(C)C)C2C=CC=CC=2N=N1.CN1CCOCC1. Given the product [CH3:1][C:2]1[C:31]([C:32]([F:35])([F:34])[F:33])=[CH:30][CH:29]=[CH:28][C:3]=1[CH2:4][N:5]1[C:10](=[O:11])[C:9]([C:12]([NH:42][CH2:41][CH2:40][C:39]([O:38][CH3:37])=[O:43])=[O:14])=[CH:8][N:7]([C:15]2[CH:20]=[CH:19][C:18]([N:21]3[CH2:25][CH2:24][NH:23][C:22]3=[O:26])=[CH:17][CH:16]=2)[C:6]1=[O:27], predict the reactants needed to synthesize it. (6) Given the product [CH3:30][N:29]1[C:25]([O:8][CH2:7][C:6]2[CH:9]=[CH:10][C:3]([C:2]([F:11])([F:12])[F:1])=[CH:4][CH:5]=2)=[C:26]([CH:31]=[O:32])[CH:27]=[N:28]1, predict the reactants needed to synthesize it. The reactants are: [F:1][C:2]([F:12])([F:11])[C:3]1[CH:10]=[CH:9][C:6]([CH2:7][OH:8])=[CH:5][CH:4]=1.O1CCCC1.CC(C)([O-])C.[K+].Cl[C:25]1[N:29]([CH3:30])[N:28]=[CH:27][C:26]=1[CH:31]=[O:32].